This data is from Catalyst prediction with 721,799 reactions and 888 catalyst types from USPTO. The task is: Predict which catalyst facilitates the given reaction. (1) The catalyst class is: 236. Reactant: Cl.CN(C)CCCN=C=NCC.ON1C2C=CC=CC=2N=N1.Cl.[CH3:24][O:25][CH:26]1[CH2:31][CH2:30][NH:29][CH2:28][CH2:27]1.[CH3:32][C:33]1[CH:34]=[CH:35][C:36]([C:39]2[N:43]([C:44]3[CH:49]=[N:48][CH:47]=[CH:46][N:45]=3)[N:42]=[C:41]([C:50](O)=[O:51])[CH:40]=2)=[N:37][CH:38]=1. Product: [CH3:32][C:33]1[CH:34]=[CH:35][C:36]([C:39]2[N:43]([C:44]3[CH:49]=[N:48][CH:47]=[CH:46][N:45]=3)[N:42]=[C:41]([C:50]([N:29]3[CH2:30][CH2:31][CH:26]([O:25][CH3:24])[CH2:27][CH2:28]3)=[O:51])[CH:40]=2)=[N:37][CH:38]=1. (2) Reactant: [C:1]([O:5][CH2:6][CH2:7][CH2:8][CH2:9][CH2:10][CH2:11]Cl)([CH3:4])([CH3:3])[CH3:2].[Cl:13][C:14]([SiH3:17])(Cl)[Cl:15]. Product: [C:1]([O:5][CH2:6][CH2:7][CH2:8][CH2:9][CH2:10][CH2:11][SiH2:17][CH:14]([Cl:15])[Cl:13])([CH3:2])([CH3:3])[CH3:4]. The catalyst class is: 27. (3) Reactant: [Xe][F:2].[Cl:3][C:4]1[CH:37]=[CH:36][CH:35]=[CH:34][C:5]=1[CH2:6][N:7]1[C:15]2[C:14](=[O:16])[N:13]([CH3:17])[C:12](=[O:18])[N:11]([CH3:19])[C:10]=2[CH:9]=[C:8]1[N:20]1[CH2:25][CH2:24][CH2:23][C@@H:22]([NH:26][C:27](=[O:33])[O:28][C:29]([CH3:32])([CH3:31])[CH3:30])[CH2:21]1.C(=O)([O-])O.[Na+]. The catalyst class is: 10. Product: [Cl:3][C:4]1[CH:37]=[CH:36][CH:35]=[CH:34][C:5]=1[CH2:6][N:7]1[C:15]2[C:14](=[O:16])[N:13]([CH3:17])[C:12](=[O:18])[N:11]([CH3:19])[C:10]=2[C:9]([F:2])=[C:8]1[N:20]1[CH2:25][CH2:24][CH2:23][C@@H:22]([NH:26][C:27](=[O:33])[O:28][C:29]([CH3:31])([CH3:32])[CH3:30])[CH2:21]1. (4) Reactant: [CH2:1]([C:3]1([CH2:22][CH3:23])[C:8]2[CH:9]=[C:10](/[C:13](/[CH:18]([CH3:20])[CH3:19])=[CH:14]/[C:15]([NH2:17])=O)[CH:11]=[CH:12][C:7]=2[NH:6][C:5](=[O:21])[O:4]1)[CH3:2].S(Cl)(Cl)=O. Product: [CH2:22]([C:3]1([CH2:1][CH3:2])[C:8]2[CH:9]=[C:10](/[C:13](/[CH:18]([CH3:19])[CH3:20])=[CH:14]/[C:15]#[N:17])[CH:11]=[CH:12][C:7]=2[NH:6][C:5](=[O:21])[O:4]1)[CH3:23]. The catalyst class is: 12. (5) Reactant: C[Sn](C)(C)[C:3]1[CH:8]=[CH:7][CH:6]=[CH:5][N:4]=1.CN(C)C=O.Br[C:17]1[N:25]2[C:20]([CH:21]=[N:22][C:23]([S:26][CH3:27])=[N:24]2)=[CH:19][CH:18]=1. Product: [CH3:27][S:26][C:23]1[N:22]=[CH:21][C:20]2=[CH:19][CH:18]=[C:17]([C:3]3[CH:8]=[CH:7][CH:6]=[CH:5][N:4]=3)[N:25]2[N:24]=1. The catalyst class is: 518.